Dataset: Forward reaction prediction with 1.9M reactions from USPTO patents (1976-2016). Task: Predict the product of the given reaction. (1) Given the reactants [CH3:1][O:2][C:3]([C:5]1[S:9][C:8]2[CH:10]=[C:11]([CH:14]=O)[CH:12]=[CH:13][C:7]=2[C:6]=1[O:16][CH2:17][C:18]([O:20][CH3:21])=[O:19])=[O:4].[C:22](Br)(Br)([Br:24])[Br:23].C1(P(C2C=CC=CC=2)C2C=CC=CC=2)C=CC=CC=1, predict the reaction product. The product is: [CH3:1][O:2][C:3]([C:5]1[S:9][C:8]2[CH:10]=[C:11]([CH:14]=[C:22]([Br:24])[Br:23])[CH:12]=[CH:13][C:7]=2[C:6]=1[O:16][CH2:17][C:18]([O:20][CH3:21])=[O:19])=[O:4]. (2) Given the reactants [F:1][C:2]([F:18])([F:17])[O:3][C:4]1[CH:5]=[C:6]2[C:11](=[CH:12][CH:13]=1)[O:10][CH2:9][C:8]([C:14]([OH:16])=O)=[CH:7]2.F[P-](F)(F)(F)(F)F.[CH3:26][N+:27](C)=C(N(C)C)ON1C2N=CC=CC=2N=N1.CCN(C(C)C)C(C)C.Cl.Cl.[N:54]1[C:63]2[C:58](=[CH:59][CH:60]=[CH:61][CH:62]=2)[C:57](NC)=[CH:56][CH:55]=1.C([O-])(O)=O.[Na+], predict the reaction product. The product is: [N:54]1[C:63]2[C:58](=[CH:59][CH:60]=[CH:61][CH:62]=2)[C:57]([CH2:26][NH:27][C:14]([C:8]2[CH2:9][O:10][C:11]3[C:6]([CH:7]=2)=[CH:5][C:4]([O:3][C:2]([F:1])([F:18])[F:17])=[CH:13][CH:12]=3)=[O:16])=[CH:56][CH:55]=1.